From a dataset of NCI-60 drug combinations with 297,098 pairs across 59 cell lines. Regression. Given two drug SMILES strings and cell line genomic features, predict the synergy score measuring deviation from expected non-interaction effect. (1) Drug 1: CC1=C2C(C(=O)C3(C(CC4C(C3C(C(C2(C)C)(CC1OC(=O)C(C(C5=CC=CC=C5)NC(=O)OC(C)(C)C)O)O)OC(=O)C6=CC=CC=C6)(CO4)OC(=O)C)O)C)O. Drug 2: C1CNP(=O)(OC1)N(CCCl)CCCl. Cell line: M14. Synergy scores: CSS=10.9, Synergy_ZIP=-4.70, Synergy_Bliss=-3.60, Synergy_Loewe=-59.9, Synergy_HSA=-5.11. (2) Drug 1: CC1=C(C(CCC1)(C)C)C=CC(=CC=CC(=CC(=O)O)C)C. Drug 2: N.N.Cl[Pt+2]Cl. Cell line: OVCAR3. Synergy scores: CSS=44.1, Synergy_ZIP=2.32, Synergy_Bliss=5.88, Synergy_Loewe=-2.23, Synergy_HSA=-0.955. (3) Drug 1: CN(CCCl)CCCl.Cl. Drug 2: C1CC(=O)NC(=O)C1N2C(=O)C3=CC=CC=C3C2=O. Cell line: UO-31. Synergy scores: CSS=8.38, Synergy_ZIP=-2.86, Synergy_Bliss=0.274, Synergy_Loewe=-7.04, Synergy_HSA=-2.20. (4) Drug 1: CC12CCC3C(C1CCC2=O)CC(=C)C4=CC(=O)C=CC34C. Synergy scores: CSS=45.1, Synergy_ZIP=0.453, Synergy_Bliss=0.615, Synergy_Loewe=-0.798, Synergy_HSA=1.31. Drug 2: CC1=C(N=C(N=C1N)C(CC(=O)N)NCC(C(=O)N)N)C(=O)NC(C(C2=CN=CN2)OC3C(C(C(C(O3)CO)O)O)OC4C(C(C(C(O4)CO)O)OC(=O)N)O)C(=O)NC(C)C(C(C)C(=O)NC(C(C)O)C(=O)NCCC5=NC(=CS5)C6=NC(=CS6)C(=O)NCCC[S+](C)C)O. Cell line: NCI-H522. (5) Drug 1: C1C(C(OC1N2C=C(C(=O)NC2=O)F)CO)O. Drug 2: CC1CCC2CC(C(=CC=CC=CC(CC(C(=O)C(C(C(=CC(C(=O)CC(OC(=O)C3CCCCN3C(=O)C(=O)C1(O2)O)C(C)CC4CCC(C(C4)OC)O)C)C)O)OC)C)C)C)OC. Cell line: NCI-H460. Synergy scores: CSS=35.5, Synergy_ZIP=-1.51, Synergy_Bliss=0.199, Synergy_Loewe=-33.8, Synergy_HSA=-2.63. (6) Drug 1: CC(C1=C(C=CC(=C1Cl)F)Cl)OC2=C(N=CC(=C2)C3=CN(N=C3)C4CCNCC4)N. Drug 2: CC1C(C(=O)NC(C(=O)N2CCCC2C(=O)N(CC(=O)N(C(C(=O)O1)C(C)C)C)C)C(C)C)NC(=O)C3=C4C(=C(C=C3)C)OC5=C(C(=O)C(=C(C5=N4)C(=O)NC6C(OC(=O)C(N(C(=O)CN(C(=O)C7CCCN7C(=O)C(NC6=O)C(C)C)C)C)C(C)C)C)N)C. Cell line: OVCAR3. Synergy scores: CSS=8.21, Synergy_ZIP=23.7, Synergy_Bliss=21.2, Synergy_Loewe=17.3, Synergy_HSA=18.6. (7) Drug 1: CC1CCC2CC(C(=CC=CC=CC(CC(C(=O)C(C(C(=CC(C(=O)CC(OC(=O)C3CCCCN3C(=O)C(=O)C1(O2)O)C(C)CC4CCC(C(C4)OC)O)C)C)O)OC)C)C)C)OC. Drug 2: CC(C)CN1C=NC2=C1C3=CC=CC=C3N=C2N. Cell line: NCI-H522. Synergy scores: CSS=6.25, Synergy_ZIP=-4.20, Synergy_Bliss=-0.0997, Synergy_Loewe=0.504, Synergy_HSA=0.605.